The task is: Predict the reactants needed to synthesize the given product.. This data is from Full USPTO retrosynthesis dataset with 1.9M reactions from patents (1976-2016). (1) Given the product [CH:17]([OH:19])=[O:18].[CH:17]([OH:19])=[O:18].[CH:17]([OH:19])=[O:18].[NH2:67][CH:64]([C:62]1[N:63]=[C:59]([CH3:58])[S:60][CH:61]=1)[CH2:65][NH:66][C:17]([C:13]1[N:8]2[CH:9]=[C:10]([CH3:12])[CH:11]=[C:6]([O:5][CH2:4][C:3]3[C:2]([F:1])=[CH:23][CH:22]=[CH:21][C:20]=3[F:24])[C:7]2=[N:15][C:14]=1[CH3:16])=[O:19], predict the reactants needed to synthesize it. The reactants are: [F:1][C:2]1[CH:23]=[CH:22][CH:21]=[C:20]([F:24])[C:3]=1[CH2:4][O:5][C:6]1[C:7]2[N:8]([C:13]([C:17]([OH:19])=[O:18])=[C:14]([CH3:16])[N:15]=2)[CH:9]=[C:10]([CH3:12])[CH:11]=1.CN(C(ON1N=NC2C=CC=NC1=2)=[N+](C)C)C.F[P-](F)(F)(F)(F)F.CN1CCOCC1.Cl.Cl.[CH3:58][C:59]1[S:60][CH:61]=[C:62]([CH:64]([NH2:67])[CH2:65][NH2:66])[N:63]=1. (2) Given the product [CH3:22][O:12][C:11](=[O:13])[C:9]1[CH:8]=[C:7]([N+:14]([O-:16])=[O:15])[C:3]([C:4]([OH:6])=[O:5])=[C:2]([Br:1])[CH:10]=1, predict the reactants needed to synthesize it. The reactants are: [Br:1][C:2]1[CH:10]=[C:9]([C:11]([OH:13])=[O:12])[CH:8]=[C:7]([N+:14]([O-:16])=[O:15])[C:3]=1[C:4]([OH:6])=[O:5].S(=O)(=O)(O)O.[CH3:22]O. (3) The reactants are: [Cl:1][C:2]1[CH:7]=[CH:6][C:5]([C:8]2[C:17]3[CH:16]=[C:15]([C:18]4[CH:23]=[CH:22][N:21]=[CH:20][CH:19]=4)[S:14][C:13]=3[CH2:12][CH2:11][CH2:10][CH:9]=2)=[CH:4][CH:3]=1.C([OH:28])(C)(C)C.CC(C)=O.C[N+]1([O-])CCOCC1.[OH2:41]. Given the product [Cl:1][C:2]1[CH:7]=[CH:6][C:5]([C:8]2([OH:28])[C:17]3[CH:16]=[C:15]([C:18]4[CH:19]=[CH:20][N:21]=[CH:22][CH:23]=4)[S:14][C:13]=3[CH2:12][CH2:11][CH2:10][CH:9]2[OH:41])=[CH:4][CH:3]=1, predict the reactants needed to synthesize it. (4) Given the product [CH3:11][O:10][C:7]1[CH:8]=[CH:9][C:4]2[C:3](=[O:2])[NH:19][C:14]3[CH:15]=[CH:16][CH:17]=[CH:18][C:13]=3[O:12][C:5]=2[CH:6]=1, predict the reactants needed to synthesize it. The reactants are: C[O:2][C:3](=O)[C:4]1[CH:9]=[CH:8][C:7]([O:10][CH3:11])=[CH:6][C:5]=1[O:12][C:13]1[CH:18]=[CH:17][CH:16]=[CH:15][C:14]=1[NH2:19].[H-].[Na+]. (5) Given the product [CH3:20][C:17]1[CH:18]=[CH:19][C:12]([N:10]2[CH2:9][CH2:8][C:4]3[N:5]=[CH:6][N:7]=[C:2]([NH:30][CH:28]([C:25]4[CH:26]=[CH:27][C:22]([CH3:21])=[C:23]([S:31]([CH3:34])(=[O:33])=[O:32])[CH:24]=4)[CH3:29])[C:3]=3[CH2:11]2)=[C:13]([CH:16]=1)[C:14]#[N:15], predict the reactants needed to synthesize it. The reactants are: Cl[C:2]1[C:3]2[CH2:11][N:10]([C:12]3[CH:19]=[CH:18][C:17]([CH3:20])=[CH:16][C:13]=3[C:14]#[N:15])[CH2:9][CH2:8][C:4]=2[N:5]=[CH:6][N:7]=1.[CH3:21][C:22]1[CH:27]=[CH:26][C:25]([CH:28]([NH2:30])[CH3:29])=[CH:24][C:23]=1[S:31]([CH3:34])(=[O:33])=[O:32]. (6) Given the product [CH2:1]([NH:8][CH2:36][C:34]1[CH:33]=[CH:32][CH:31]=[C:30]2[C:35]=1[NH:27][CH:28]=[CH:29]2)[C:2]1[CH:7]=[CH:6][CH:5]=[CH:4][CH:3]=1, predict the reactants needed to synthesize it. The reactants are: [CH2:1]([NH2:8])[C:2]1[CH:7]=[CH:6][CH:5]=[CH:4][CH:3]=1.C(O[BH-](OC(=O)C)OC(=O)C)(=O)C.[Na+].C(O)(=O)C.[NH:27]1[C:35]2[C:30](=[CH:31][CH:32]=[CH:33][C:34]=2[CH:36]=O)[CH:29]=[CH:28]1. (7) Given the product [Cl:25][C:22]1[CH:23]=[CH:24][C:19]([N:18]2[C:16](=[O:17])[C:15]3[C:14](=[CH:29][CH:28]=[CH:27][CH:26]=3)[N:13]=[C:6]2[C:5]2[CH:8]=[CH:9][C:2]([CH3:1])=[C:3]([N+:10]([O-:12])=[O:11])[CH:4]=2)=[CH:20][CH:21]=1, predict the reactants needed to synthesize it. The reactants are: [CH3:1][C:2]1[CH:9]=[CH:8][C:5]([CH:6]=O)=[CH:4][C:3]=1[N+:10]([O-:12])=[O:11].[NH2:13][C:14]1[CH:29]=[CH:28][CH:27]=[CH:26][C:15]=1[C:16]([NH:18][C:19]1[CH:24]=[CH:23][C:22]([Cl:25])=[CH:21][CH:20]=1)=[O:17].